This data is from Full USPTO retrosynthesis dataset with 1.9M reactions from patents (1976-2016). The task is: Predict the reactants needed to synthesize the given product. Given the product [F:8][C:5]1[CH:6]=[CH:7][C:2]([C:9]([O:11][CH2:17][CH3:18])=[O:39])=[N:3][CH:4]=1, predict the reactants needed to synthesize it. The reactants are: Br[C:2]1[CH:7]=[CH:6][C:5]([F:8])=[CH:4][N:3]=1.[CH2:9]([OH:11])C.C(N([CH2:17][CH3:18])CC)C.C1(P(C2C=CC=CC=2)C2C=CC=CC=2)C=CC=CC=1.[C]=[O:39].